Dataset: Forward reaction prediction with 1.9M reactions from USPTO patents (1976-2016). Task: Predict the product of the given reaction. (1) Given the reactants O.C([O-])([O-])=O.[K+].[K+].Br[C:9]1[N:13]([C:14]2[CH:19]=[CH:18][C:17]([C:20]([CH3:23])([CH3:22])[CH3:21])=[CH:16][CH:15]=2)[C:12]([C:24]2[CH:29]=[CH:28][CH:27]=[CH:26][CH:25]=2)=[N:11][N:10]=1.[CH3:30][C:31]1[CH:36]=[CH:35][CH:34]=[C:33]([CH3:37])[C:32]=1B(O)O, predict the reaction product. The product is: [C:20]([C:17]1[CH:18]=[CH:19][C:14]([N:13]2[C:12]([C:24]3[CH:29]=[CH:28][CH:27]=[CH:26][CH:25]=3)=[N:11][N:10]=[C:9]2[C:32]2[C:33]([CH3:37])=[CH:34][CH:35]=[CH:36][C:31]=2[CH3:30])=[CH:15][CH:16]=1)([CH3:23])([CH3:22])[CH3:21]. (2) Given the reactants [CH2:1]([C:11]1[CH:12]=[C:13]([CH:15]=[CH:16][CH:17]=1)[NH2:14])[CH2:2][CH2:3][C:4]1[CH:5]=[C:6]([CH:8]=[CH:9][CH:10]=1)[NH2:7].C(=O)([O-])[O-].[K+].[K+].[Cl:24][C:25]1[N:30]=[C:29](Cl)[C:28]([Cl:32])=[CH:27][N:26]=1, predict the reaction product. The product is: [NH2:14][C:13]1[CH:12]=[C:11]([CH2:1][CH2:2][CH2:3][C:4]2[CH:5]=[C:6]([NH:7][C:27]3[C:28]([Cl:32])=[CH:29][N:30]=[C:25]([Cl:24])[N:26]=3)[CH:8]=[CH:9][CH:10]=2)[CH:17]=[CH:16][CH:15]=1. (3) Given the reactants [CH2:1]([C@:8]([OH:17])([C:12]([O:14][CH2:15][CH3:16])=[O:13])[C:9](O)=O)[C:2]1[CH:7]=[CH:6][CH:5]=[CH:4][CH:3]=1.CN(C(ON1N=NC2C=CC=NC1=2)=[N+](C)C)C.F[P-](F)(F)(F)(F)F.[NH2:42][C:43]1[CH:44]=[C:45]([Cl:50])[CH:46]=[CH:47][C:48]=1[NH2:49].CN(C=O)C, predict the reaction product. The product is: [Cl:50][C:45]1[CH:46]=[CH:47][C:48]2[N:49]=[C:9]([C@:8]([OH:17])([CH2:1][C:2]3[CH:3]=[CH:4][CH:5]=[CH:6][CH:7]=3)[C:12]([O:14][CH2:15][CH3:16])=[O:13])[NH:42][C:43]=2[CH:44]=1. (4) The product is: [CH2:2]([N:9]1[CH2:14][CH2:13][CH:12]([CH3:15])[CH:11]([NH:16][C:17]([O:19][C:20]([CH3:21])([CH3:23])[CH3:22])=[O:18])[CH2:10]1)[C:3]1[CH:4]=[CH:5][CH:6]=[CH:7][CH:8]=1. Given the reactants [Br-].[CH2:2]([N+:9]1[CH:14]=[CH:13][C:12]([CH3:15])=[C:11]([NH:16][C:17]([O:19][C:20]([CH3:23])([CH3:22])[CH3:21])=[O:18])[CH:10]=1)[C:3]1[CH:8]=[CH:7][CH:6]=[CH:5][CH:4]=1, predict the reaction product. (5) The product is: [CH3:1][C:2]1[CH:9]=[CH:8][CH:7]=[C:6]([S:10]([N:13]2[CH:17]=[CH:16][C:15]([Br:18])=[CH:14]2)(=[O:12])=[O:11])[C:3]=1[C:4]#[N:5]. Given the reactants [CH3:1][C:2]1[CH:9]=[CH:8][CH:7]=[C:6]([S:10]([N:13]2[CH:17]=[CH:16][CH:15]=[CH:14]2)(=[O:12])=[O:11])[C:3]=1[C:4]#[N:5].[Br:18]Br, predict the reaction product. (6) Given the reactants [CH2:1]([O:3][C:4]([C:6]1[C:14]2[C:9](=[CH:10][CH:11]=[C:12]([OH:15])[CH:13]=2)[N:8]([C:16]2[CH:17]=[CH:18][C:19]3[N:20]([CH2:29][CH3:30])[C:21]4[C:26]([C:27]=3[CH:28]=2)=[CH:25][CH:24]=[CH:23][CH:22]=4)[C:7]=1[CH2:31][C:32]([O:34][CH2:35][CH3:36])=[O:33])=[O:5])[CH3:2].[F:37][C:38]([F:49])([F:48])[C:39]1[CH:44]=[CH:43][C:42](B(O)O)=[CH:41][CH:40]=1, predict the reaction product. The product is: [CH2:1]([O:3][C:4]([C:6]1[C:14]2[C:9](=[CH:10][CH:11]=[C:12]([O:15][C:42]3[CH:43]=[CH:44][C:39]([C:38]([F:49])([F:48])[F:37])=[CH:40][CH:41]=3)[CH:13]=2)[N:8]([C:16]2[CH:17]=[CH:18][C:19]3[N:20]([CH2:29][CH3:30])[C:21]4[C:26]([C:27]=3[CH:28]=2)=[CH:25][CH:24]=[CH:23][CH:22]=4)[C:7]=1[CH2:31][C:32]([O:34][CH2:35][CH3:36])=[O:33])=[O:5])[CH3:2].